This data is from Forward reaction prediction with 1.9M reactions from USPTO patents (1976-2016). The task is: Predict the product of the given reaction. Given the reactants [O:1]1[CH2:5][CH2:4][CH2:3][CH:2]1[C:6]([O:8][CH3:9])=[O:7].C[Si](C)(C)[N-][SiH3].C[Si](C)(C)[N-][SiH3].[Na+].[Na+].[CH:24]([C:26]1[CH:27]=[CH:28][C:29]([O:41][CH3:42])=[C:30]([CH:40]=1)[CH2:31][NH:32][C:33](=[O:39])[O:34][C:35]([CH3:38])([CH3:37])[CH3:36])=[O:25].[Cl-].[NH4+], predict the reaction product. The product is: [C:35]([O:34][C:33]([NH:32][CH2:31][C:30]1[CH:40]=[C:26]([CH:24]([OH:25])[C:2]2([C:6]([O:8][CH3:9])=[O:7])[CH2:3][CH2:4][CH2:5][O:1]2)[CH:27]=[CH:28][C:29]=1[O:41][CH3:42])=[O:39])([CH3:38])([CH3:36])[CH3:37].